From a dataset of Full USPTO retrosynthesis dataset with 1.9M reactions from patents (1976-2016). Predict the reactants needed to synthesize the given product. (1) Given the product [C:44]([O:43][C:41](=[O:42])[N:39]([CH:37]([C:36](=[O:48])[NH:35][CH:30]([C:29]([N:26]1[CH2:27][CH2:28][CH:12]2[NH:11][CH2:15][CH:14]([CH2:16][O:17][C:18]3[CH:23]=[CH:22][C:21]([F:24])=[C:20]([F:25])[CH:19]=3)[CH:13]12)=[O:49])[C:31]([CH3:33])([CH3:34])[CH3:32])[CH3:38])[CH3:40])([CH3:45])([CH3:46])[CH3:47], predict the reactants needed to synthesize it. The reactants are: C(OC([N:11]1[CH2:15][CH:14]([CH2:16][O:17][C:18]2[CH:23]=[CH:22][C:21]([F:24])=[C:20]([F:25])[CH:19]=2)[CH:13]2[N:26]([C:29](=[O:49])[CH:30]([NH:35][C:36](=[O:48])[CH:37]([N:39]([C:41]([O:43][C:44]([CH3:47])([CH3:46])[CH3:45])=[O:42])[CH3:40])[CH3:38])[C:31]([CH3:34])([CH3:33])[CH3:32])[CH2:27][CH2:28][CH:12]12)=O)C1C=CC=CC=1. (2) Given the product [CH3:30][O:31][C:32]1[N:33]=[CH:34][C:35]([C:2]2[CH:3]=[C:4]([C:8]3[CH:9]=[N:10][C:11]4[N:12]([C:14]([C:17]5([C:20]6[CH:21]=[C:22]7[C:27](=[CH:28][CH:29]=6)[N:26]=[CH:25][CH:24]=[CH:23]7)[CH2:19][CH2:18]5)=[N:15][N:16]=4)[N:13]=3)[CH:5]=[CH:6][CH:7]=2)=[CH:36][CH:37]=1, predict the reactants needed to synthesize it. The reactants are: Br[C:2]1[CH:3]=[C:4]([C:8]2[CH:9]=[N:10][C:11]3[N:12]([C:14]([C:17]4([C:20]5[CH:21]=[C:22]6[C:27](=[CH:28][CH:29]=5)[N:26]=[CH:25][CH:24]=[CH:23]6)[CH2:19][CH2:18]4)=[N:15][N:16]=3)[N:13]=2)[CH:5]=[CH:6][CH:7]=1.[CH3:30][O:31][C:32]1[CH:37]=[CH:36][C:35](B2OC(C)(C)C(C)(C)O2)=[CH:34][N:33]=1.P([O-])([O-])([O-])=O.[K+].[K+].[K+].O. (3) Given the product [C:1]([O-:8])(=[O:7])/[CH:2]=[CH:3]\[C:4]([O-:6])=[O:5].[C:38](/[CH:37]=[CH:36]/[C:12]1[CH:13]=[C:14]([F:35])[C:15]([C@@H:16]2[C:21]3[NH:22][C:23]4[C:28](=[CH:27][CH:26]=[CH:25][CH:24]=4)[C:20]=3[CH2:19][C@@H:18]([CH3:29])[NH+:17]2[CH2:30][C:31]([F:34])([CH3:32])[CH3:33])=[C:10]([F:9])[CH:11]=1)([OH:40])=[O:39].[C:1](/[CH:2]=[CH:3]/[C:4]1[CH:11]=[C:10]([F:9])[C:15]([C@@H:16]2[C:21]3[NH:22][C:23]4[C:28](=[CH:27][CH:26]=[CH:25][CH:24]=4)[C:20]=3[CH2:19][C@@H:18]([CH3:29])[NH+:17]2[CH2:30][C:31]([CH3:33])([F:34])[CH3:32])=[C:14]([F:35])[CH:13]=1)([OH:8])=[O:7], predict the reactants needed to synthesize it. The reactants are: [C:1]([OH:8])(=[O:7])/[CH:2]=[CH:3]\[C:4]([OH:6])=[O:5].[F:9][C:10]1[CH:11]=[C:12](/[CH:36]=[CH:37]/[C:38]([OH:40])=[O:39])[CH:13]=[C:14]([F:35])[C:15]=1[C@@H:16]1[C:21]2[NH:22][C:23]3[C:28]([C:20]=2[CH2:19][C@@H:18]([CH3:29])[N:17]1[CH2:30][C:31]([F:34])([CH3:33])[CH3:32])=[CH:27][CH:26]=[CH:25][CH:24]=3. (4) Given the product [CH3:8][O:7][C:5]([C:4]1[CH:9]=[CH:10][C:11]([CH3:12])=[C:2]2[C:3]=1[NH:13][N:19]=[CH:1]2)=[O:6], predict the reactants needed to synthesize it. The reactants are: [CH3:1][C:2]1[C:3]([NH2:13])=[C:4]([CH:9]=[CH:10][C:11]=1[CH3:12])[C:5]([O:7][CH3:8])=[O:6].B([O-])([O-])[O-].F[N+:19](F)(F)F.F[N+](F)(F)F.F[N+](F)(F)F.N([O-])=O.[Na+].C([O-])(=O)C.[K+].C1OCCOCCOCCOCCOCCOC1.